From a dataset of Full USPTO retrosynthesis dataset with 1.9M reactions from patents (1976-2016). Predict the reactants needed to synthesize the given product. (1) Given the product [Br:31][CH2:32][CH2:33][CH2:34][CH2:35][C:36]([NH:25][C:24]1[CH:26]=[CH:27][C:28]([F:30])=[CH:29][C:23]=1[F:22])=[O:37], predict the reactants needed to synthesize it. The reactants are: CCN=C=NCCCN(C)C.C1C=CC2N(O)N=NC=2C=1.[F:22][C:23]1[CH:29]=[C:28]([F:30])[CH:27]=[CH:26][C:24]=1[NH2:25].[Br:31][CH2:32][CH2:33][CH2:34][CH2:35][C:36](O)=[O:37]. (2) The reactants are: [CH:1]1[C:10]2[C:5](=[CH:6][C:7]([NH:11][C:12](=[O:41])[CH:13]([C:24]3[CH:29]=[CH:28][C:27]([O:30][Si](C(C)C)(C(C)C)C(C)C)=[CH:26][CH:25]=3)[CH2:14][CH2:15][NH:16][C:17](=[O:23])[O:18][C:19]([CH3:22])([CH3:21])[CH3:20])=[CH:8][CH:9]=2)[CH:4]=[CH:3][N:2]=1.CCCC[N+](CCCC)(CCCC)CCCC.[F-]. Given the product [OH:30][C:27]1[CH:28]=[CH:29][C:24]([CH:13]([C:12]([NH:11][C:7]2[CH:6]=[C:5]3[C:10](=[CH:9][CH:8]=2)[CH:1]=[N:2][CH:3]=[CH:4]3)=[O:41])[CH2:14][CH2:15][NH:16][C:17](=[O:23])[O:18][C:19]([CH3:22])([CH3:21])[CH3:20])=[CH:25][CH:26]=1, predict the reactants needed to synthesize it. (3) Given the product [OH:38][CH2:37][C@H:26]([NH:25][C:22]([C:13]1[C:14]2[O:18][CH:17]([CH2:19][CH3:20])[CH2:16][C:15]=2[CH:21]=[C:11]([C:5]2[CH:6]=[CH:7][C:8]([O:9][CH3:10])=[C:3]([O:2][CH3:1])[CH:4]=2)[CH:12]=1)=[O:23])[CH2:27][C:28]1[C:36]2[C:31](=[CH:32][CH:33]=[CH:34][CH:35]=2)[NH:30][CH:29]=1, predict the reactants needed to synthesize it. The reactants are: [CH3:1][O:2][C:3]1[CH:4]=[C:5]([C:11]2[CH:12]=[C:13]([C:22](O)=[O:23])[C:14]3[O:18][CH:17]([CH2:19][CH3:20])[CH2:16][C:15]=3[CH:21]=2)[CH:6]=[CH:7][C:8]=1[O:9][CH3:10].[NH2:25][C@@H:26]([CH2:37][OH:38])[CH2:27][C:28]1[C:36]2[C:31](=[CH:32][CH:33]=[CH:34][CH:35]=2)[NH:30][CH:29]=1.C(Cl)CCl.C1C=CC2N(O)N=NC=2C=1. (4) The reactants are: [Cl:1][C:2]1[CH:7]=[C:6]([CH2:8]Cl)[CH:5]=[CH:4][N:3]=1.[CH3:10][O:11][CH2:12][C:13]1([C:17]2[CH:22]=[CH:21][C:20]([C:23]3[N:27]=[C:26]([C:28]4[CH:32]=[C:31]([CH3:33])[NH:30][N:29]=4)[O:25][N:24]=3)=[CH:19][CH:18]=2)[CH2:16][CH2:15][CH2:14]1. Given the product [Cl:1][C:2]1[CH:7]=[C:6]([CH2:8][N:30]2[C:31]([CH3:33])=[CH:32][C:28]([C:26]3[O:25][N:24]=[C:23]([C:20]4[CH:21]=[CH:22][C:17]([C:13]5([CH2:12][O:11][CH3:10])[CH2:16][CH2:15][CH2:14]5)=[CH:18][CH:19]=4)[N:27]=3)=[N:29]2)[CH:5]=[CH:4][N:3]=1, predict the reactants needed to synthesize it. (5) Given the product [C:1]([C:3]1[C:4]([C:18]2[CH:19]=[CH:20][C:21]([OH:24])=[CH:22][CH:23]=2)=[C:5]([C:13]([O:15][CH2:16][CH3:17])=[O:14])[N:6]([CH3:12])[C:7]=1[C:8]([F:11])([F:9])[F:10])#[N:2], predict the reactants needed to synthesize it. The reactants are: [C:1]([C:3]1[C:4]([C:18]2[CH:23]=[CH:22][C:21]([O:24]CC3C=CC=CC=3)=[CH:20][CH:19]=2)=[C:5]([C:13]([O:15][CH2:16][CH3:17])=[O:14])[N:6]([CH3:12])[C:7]=1[C:8]([F:11])([F:10])[F:9])#[N:2].[H][H]. (6) Given the product [CH2:1]([O:8][C:9]([N:11]1[CH2:16][CH2:15][CH:14]([O:17][C:18]2[CH:23]=[CH:22][C:21]([NH2:24])=[C:20]([CH2:27][S:28]([C:31]3[C:40]4[C:35](=[CH:36][CH:37]=[CH:38][CH:39]=4)[CH:34]=[CH:33][CH:32]=3)(=[O:30])=[O:29])[CH:19]=2)[CH2:13][CH2:12]1)=[O:10])[C:2]1[CH:3]=[CH:4][CH:5]=[CH:6][CH:7]=1, predict the reactants needed to synthesize it. The reactants are: [CH2:1]([O:8][C:9]([N:11]1[CH2:16][CH2:15][CH:14]([O:17][C:18]2[CH:23]=[CH:22][C:21]([N+:24]([O-])=O)=[C:20]([CH2:27][S:28]([C:31]3[C:40]4[C:35](=[CH:36][CH:37]=[CH:38][CH:39]=4)[CH:34]=[CH:33][CH:32]=3)(=[O:30])=[O:29])[CH:19]=2)[CH2:13][CH2:12]1)=[O:10])[C:2]1[CH:7]=[CH:6][CH:5]=[CH:4][CH:3]=1.C(O)C.O.O.[Sn](Cl)Cl. (7) Given the product [S:1]1[CH:5]=[CH:4][CH:3]=[C:2]1[C:6]1[C:7]([NH:11][CH2:12][CH2:13][NH:15][C:16]2[C:20]([C:21]3[S:22][CH:23]=[CH:24][CH:25]=3)=[CH:19][NH:18][N:17]=2)=[N:8][NH:9][CH:10]=1, predict the reactants needed to synthesize it. The reactants are: [S:1]1[CH:5]=[CH:4][CH:3]=[C:2]1[C:6]1[C:7]([NH:11][C:12](=O)[C:13]([NH:15][C:16]2[C:20]([C:21]3[S:22][CH:23]=[CH:24][CH:25]=3)=[CH:19][NH:18][N:17]=2)=O)=[N:8][NH:9][CH:10]=1.CO.Cl. (8) Given the product [F:15][C:14]([F:17])([F:16])[C:11]1[CH:12]=[CH:13][C:8]([C:6]2[N:5]=[CH:4][N:3]=[C:2]([C:23](=[O:25])[CH3:24])[CH:7]=2)=[CH:9][CH:10]=1, predict the reactants needed to synthesize it. The reactants are: Cl[C:2]1[CH:7]=[C:6]([C:8]2[CH:13]=[CH:12][C:11]([C:14]([F:17])([F:16])[F:15])=[CH:10][CH:9]=2)[N:5]=[CH:4][N:3]=1.C([Sn](CCCC)(CCCC)[C:23]([O:25]CC)=[CH2:24])CCC. (9) Given the product [F:10][C:11]1[CH:19]=[CH:18][C:14]([C:15]([O:9][CH2:8][CH2:7][C:1]2[CH:6]=[CH:5][CH:4]=[CH:3][CH:2]=2)=[O:16])=[CH:13][CH:12]=1, predict the reactants needed to synthesize it. The reactants are: [C:1]1([CH2:7][CH2:8][OH:9])[CH:6]=[CH:5][CH:4]=[CH:3][CH:2]=1.[F:10][C:11]1[CH:19]=[CH:18][C:14]([C:15](O)=[O:16])=[CH:13][CH:12]=1.[OH-].[K+]. (10) Given the product [CH2:12]([O:11][C:3](=[O:10])[CH:4]([CH:29]1[CH2:30][N:27]([CH:14]([C:15]2[CH:20]=[CH:19][CH:18]=[CH:17][CH:16]=2)[C:21]2[CH:26]=[CH:25][CH:24]=[CH:23][CH:22]=2)[CH2:28]1)[C:5]([O:7][CH2:8][CH3:9])=[O:6])[CH3:13], predict the reactants needed to synthesize it. The reactants are: [H-].[Na+].[C:3]([O:11][CH2:12][CH3:13])(=[O:10])[CH2:4][C:5]([O:7][CH2:8][CH3:9])=[O:6].[CH:14]([N:27]1[CH2:30][CH:29](S(C2C=CC(C)=CC=2)(=O)=O)[CH2:28]1)([C:21]1[CH:26]=[CH:25][CH:24]=[CH:23][CH:22]=1)[C:15]1[CH:20]=[CH:19][CH:18]=[CH:17][CH:16]=1.